From a dataset of Forward reaction prediction with 1.9M reactions from USPTO patents (1976-2016). Predict the product of the given reaction. (1) Given the reactants [Cl:1][C:2]1[CH:25]=[CH:24][CH:23]=[C:22]([Cl:26])[C:3]=1[CH2:4][O:5][C:6]1[CH:11]=[CH:10][C:9]([CH:12]2[O:17][CH2:16][CH2:15][N:14]([CH2:18][CH2:19][C:20]#[N:21])[CH2:13]2)=[CH:8][CH:7]=1.C([Sn](Cl)(CCCC)CCCC)CCC.[N-:41]=[N+:42]=[N-:43].[Na+].CO, predict the reaction product. The product is: [Cl:26][C:22]1[CH:23]=[CH:24][CH:25]=[C:2]([Cl:1])[C:3]=1[CH2:4][O:5][C:6]1[CH:7]=[CH:8][C:9]([CH:12]2[O:17][CH2:16][CH2:15][N:14]([CH2:18][CH2:19][C:20]3[N:41]=[N:42][NH:43][N:21]=3)[CH2:13]2)=[CH:10][CH:11]=1. (2) Given the reactants [Br-].[N:2]1[CH:7]=[CH:6][CH:5]=[CH:4][C:3]=1[Zn+].Br[C:10]1[CH:11]=[N:12][C:13]([N:16]2[CH2:21][CH2:20][CH:19]([N:22]3[CH2:26][CH2:25][C@H:24]([O:27][C:28]4[CH:33]=[C:32]([F:34])[C:31]([S:35]([CH3:38])(=[O:37])=[O:36])=[CH:30][C:29]=4[F:39])[C:23]3=[O:40])[CH2:18][CH2:17]2)=[N:14][CH:15]=1, predict the reaction product. The product is: [F:39][C:29]1[CH:30]=[C:31]([S:35]([CH3:38])(=[O:37])=[O:36])[C:32]([F:34])=[CH:33][C:28]=1[O:27][C@H:24]1[CH2:25][CH2:26][N:22]([CH:19]2[CH2:20][CH2:21][N:16]([C:13]3[N:12]=[CH:11][C:10]([C:3]4[CH:4]=[CH:5][CH:6]=[CH:7][N:2]=4)=[CH:15][N:14]=3)[CH2:17][CH2:18]2)[C:23]1=[O:40]. (3) Given the reactants [C:1]([O:5][C:6]1[C:11]2[N:12]=[C:13]([O:15][CH:16]([CH3:18])[CH3:17])[S:14][C:10]=2[C:9]([C@@H:19]([OH:22])[CH2:20]Cl)=[CH:8][CH:7]=1)([CH3:4])([CH3:3])[CH3:2].C(=O)([O-])[O-].[K+].[K+].Cl.Cl.[NH2:31][CH2:32][CH2:33][C:34]1[CH:35]=[C:36]([CH2:41][N:42]2[CH2:62][CH2:61][C:45]3([O:50][CH2:49][CH2:48][N:47]([C:51]([C:53]4[N:54]=[C:55]([CH:58]([CH3:60])[CH3:59])[S:56][CH:57]=4)=[O:52])[CH2:46]3)[CH2:44][CH2:43]2)[CH:37]=[CH:38][C:39]=1[F:40].[OH-].[Na+].[CH3:65][CH:66]1[CH2:70][CH2:69][CH2:68][O:67]1, predict the reaction product. The product is: [C:1]([O:5][C:6]1[C:11]2[N:12]=[C:13]([O:15][CH:16]([CH3:18])[CH3:17])[S:14][C:10]=2[C:9]([C@@H:19]([OH:22])[CH2:20][NH:31][CH2:32][CH2:33][C:34]2[CH:35]=[C:36]([CH2:41][N:42]3[CH2:43][CH2:44][C:45]4([O:50][CH2:49][CH2:48][N:47]([C:51]([C:53]5[N:54]=[C:55]([CH:58]([CH3:60])[CH3:59])[S:56][CH:57]=5)=[O:52])[CH2:46]4)[CH2:61][CH2:62]3)[CH:37]=[CH:38][C:39]=2[F:40])=[CH:8][CH:7]=1)([CH3:4])([CH3:3])[CH3:2].[CH3:65][CH:66]1[CH2:70][CH2:69][CH2:68][O:67]1. (4) Given the reactants COC[C@@H]1[C@H](C=O)[C@]1(C)C1C=CC2C(C)(C)CCC(C)(C)C=2C=1.CC12C(C)(C)[C:28]([C:34]([O:36][CH2:37][C@H:38]3[C@@H:40]([CH2:41][O:42]CC)[C@@:39]3([CH3:59])[C:45]3[CH:54]=[CH:53][C:52]4[C:51]([CH3:56])([CH3:55])[CH2:50][CH2:49][C:48]([CH3:58])([CH3:57])[C:47]=4[CH:46]=3)=O)(CC1)OC2=O, predict the reaction product. The product is: [CH2:34]([O:36][CH2:37][C@@H:38]1[C@H:40]([CH:41]=[O:42])[C@:39]1([CH3:59])[C:45]1[CH:54]=[CH:53][C:52]2[C:51]([CH3:56])([CH3:55])[CH2:50][CH2:49][C:48]([CH3:58])([CH3:57])[C:47]=2[CH:46]=1)[CH3:28]. (5) Given the reactants CC([Si](C)(C)[O:6][C@@H:7]1[CH2:11][N:10]([C:12]([O:14][C:15]([CH3:18])([CH3:17])[CH3:16])=[O:13])[C@@H:9]([CH2:19][O:20][CH3:21])[CH2:8]1)(C)C.CCCC[N+](CCCC)(CCCC)CCCC.[F-], predict the reaction product. The product is: [OH:6][C@@H:7]1[CH2:11][N:10]([C:12]([O:14][C:15]([CH3:16])([CH3:17])[CH3:18])=[O:13])[C@@H:9]([CH2:19][O:20][CH3:21])[CH2:8]1. (6) Given the reactants [Br:1][C:2]1[CH:7]=[CH:6][CH:5]=[CH:4][C:3]=1[CH2:8][N:9]1[C:14](=[O:15])[CH2:13][C:12](=[O:16])[N:11]([C:17]([CH3:20])([CH3:19])[CH3:18])[C:10]1=[O:21].C(N(C(C)C)CC)(C)C.[N:31]([CH2:34][C:35]([O:37]CC)=[O:36])=[C:32]=[O:33], predict the reaction product. The product is: [Br:1][C:2]1[CH:7]=[CH:6][CH:5]=[CH:4][C:3]=1[CH2:8][N:9]1[C:14](=[O:15])[C:13]([C:32]([NH:31][CH2:34][C:35]([OH:37])=[O:36])=[O:33])=[C:12]([OH:16])[N:11]([C:17]([CH3:18])([CH3:20])[CH3:19])[C:10]1=[O:21]. (7) Given the reactants [F:1][C:2]1[CH:3]=[C:4]([CH2:14][CH2:15][O:16][Si](C(C)C)(C(C)C)C(C)C)[CH:5]=[C:6]([F:13])[C:7]=1[CH:8]=[N:9][O:10][CH2:11][CH3:12].[F-].C([N+](CCCC)(CCCC)CCCC)CCC, predict the reaction product. The product is: [F:1][C:2]1[CH:3]=[C:4]([CH2:14][CH2:15][OH:16])[CH:5]=[C:6]([F:13])[C:7]=1[CH:8]=[N:9][O:10][CH2:11][CH3:12].